This data is from Forward reaction prediction with 1.9M reactions from USPTO patents (1976-2016). The task is: Predict the product of the given reaction. (1) Given the reactants [I:1][C:2]1[N:3]=[N:4][C:5]([S:8][CH3:9])=[CH:6][CH:7]=1.ClC1C=CC=C(C(OO)=[O:18])C=1, predict the reaction product. The product is: [I:1][C:2]1[N:3]=[N:4][C:5]([S:8]([CH3:9])=[O:18])=[CH:6][CH:7]=1. (2) Given the reactants [Br:1][C:2]1[CH:7]=[CH:6][C:5]([C:8]2[CH:19]=[C:11]3[CH:12]=[C:13]([C:16]([OH:18])=O)[CH:14]=[CH:15][N:10]3[N:9]=2)=[CH:4][CH:3]=1.[CH2:20]([NH:25][CH2:26][CH2:27][CH:28]([CH3:30])[CH3:29])[CH2:21][CH:22]([CH3:24])[CH3:23].Cl.C(N=C=NCCCN(C)C)C.[Cl-].[NH4+], predict the reaction product. The product is: [CH2:26]([N:25]([CH2:20][CH2:21][CH:22]([CH3:24])[CH3:23])[C:16]([C:13]1[CH:14]=[CH:15][N:10]2[N:9]=[C:8]([C:5]3[CH:4]=[CH:3][C:2]([Br:1])=[CH:7][CH:6]=3)[CH:19]=[C:11]2[CH:12]=1)=[O:18])[CH2:27][CH:28]([CH3:29])[CH3:30].